Dataset: Catalyst prediction with 721,799 reactions and 888 catalyst types from USPTO. Task: Predict which catalyst facilitates the given reaction. (1) Reactant: [OH-].[K+].CS(O[CH2:8][CH2:9][NH:10][S:11]([C:14]1[CH:19]=[CH:18][CH:17]=[CH:16][C:15]=1[N+:20]([O-:22])=[O:21])(=[O:13])=[O:12])(=O)=O.C(Cl)Cl.C(OCC)(=O)C. Product: [N+:20]([C:15]1[CH:16]=[CH:17][CH:18]=[CH:19][C:14]=1[S:11]([N:10]1[CH2:8][CH2:9]1)(=[O:13])=[O:12])([O-:22])=[O:21]. The catalyst class is: 69. (2) Reactant: [CH3:1][O:2][C:3]1[CH:4]=[C:5]([CH:10]=[CH:11][CH:12]=1)[C:6](=[O:9])[CH2:7]Br.[N-:13]=[N+:14]=[N-:15].[Na+]. Product: [N:13]([CH2:7][C:6]([C:5]1[CH:10]=[CH:11][CH:12]=[C:3]([O:2][CH3:1])[CH:4]=1)=[O:9])=[N+:14]=[N-:15]. The catalyst class is: 3. (3) Reactant: Br[CH2:2][C:3]1[C:4]([Cl:14])=[C:5]([O:12][CH3:13])[CH:6]=[C:7]([O:10][CH3:11])[C:8]=1[F:9].[C-:15]#[N:16].[Na+]. Product: [Cl:14][C:4]1[C:5]([O:12][CH3:13])=[CH:6][C:7]([O:10][CH3:11])=[C:8]([F:9])[C:3]=1[CH2:2][C:15]#[N:16]. The catalyst class is: 16.